From a dataset of Full USPTO retrosynthesis dataset with 1.9M reactions from patents (1976-2016). Predict the reactants needed to synthesize the given product. (1) Given the product [C:15]1([CH:21]([N:12]2[CH:13]=[C:9]([B:4]3[O:5][C:6]([CH3:7])([CH3:8])[C:2]([CH3:14])([CH3:1])[O:3]3)[CH:10]=[N:11]2)[CH2:22][CH3:23])[CH:20]=[CH:19][CH:18]=[CH:17][CH:16]=1, predict the reactants needed to synthesize it. The reactants are: [CH3:1][C:2]1([CH3:14])[C:6]([CH3:8])([CH3:7])[O:5][B:4]([C:9]2[CH:10]=[N:11][NH:12][CH:13]=2)[O:3]1.[C:15]1([CH:21](O)[CH2:22][CH3:23])[CH:20]=[CH:19][CH:18]=[CH:17][CH:16]=1.C1(P(C2C=CC=CC=2)C2C=CC=CC=2)C=CC=CC=1.N(C(OC(C)(C)C)=O)=NC(OC(C)(C)C)=O. (2) Given the product [Cl:33][CH2:32][C@H:20]1[C:19]2[C:18]3[CH:34]=[CH:35][CH:36]=[CH:37][C:17]=3[C:16]([O:15][CH2:14][C:13]3[CH:12]=[CH:11][C:10]([NH:9][C:7](=[O:8])[C@@H:6]([NH:5][C:3](=[O:4])[C@@H:2]([NH:1][C:62](=[O:63])[CH2:61][CH2:60][CH2:59][CH2:58][CH2:57][N:52]4[C:53](=[O:56])[CH:54]=[CH:55][C:51]4=[O:50])[CH:47]([CH3:49])[CH3:48])[CH2:40][CH2:41][CH2:42][NH:43][C:44]([NH2:46])=[O:45])=[CH:39][CH:38]=3)=[CH:24][C:23]=2[N:22]([C:25]([O:27][C:28]([CH3:31])([CH3:30])[CH3:29])=[O:26])[CH2:21]1, predict the reactants needed to synthesize it. The reactants are: [NH2:1][C@@H:2]([CH:47]([CH3:49])[CH3:48])[C:3]([NH:5][C@@H:6]([CH2:40][CH2:41][CH2:42][NH:43][C:44]([NH2:46])=[O:45])[C:7]([NH:9][C:10]1[CH:39]=[CH:38][C:13]([CH2:14][O:15][C:16]2[C:17]3[CH:37]=[CH:36][CH:35]=[CH:34][C:18]=3[C:19]3[C@H:20]([CH2:32][Cl:33])[CH2:21][N:22]([C:25]([O:27][C:28]([CH3:31])([CH3:30])[CH3:29])=[O:26])[C:23]=3[CH:24]=2)=[CH:12][CH:11]=1)=[O:8])=[O:4].[O:50]=[C:51]1[CH:55]=[CH:54][C:53](=[O:56])[N:52]1[CH2:57][CH2:58][CH2:59][CH2:60][CH2:61][C:62](ON1C(=O)CCC1=O)=[O:63].CCN(C(C)C)C(C)C. (3) Given the product [CH3:14][C:15]1([CH3:29])[CH:19]2[CH2:20][CH:21]([CH2:24][C:25]([NH:13][C:10]3[CH:11]=[CH:12][N:8]([C:3]4[CH:4]=[CH:5][CH:6]=[CH:7][C:2]=4[F:1])[N:9]=3)=[O:26])[CH2:22][CH2:23][N:18]2[C:17](=[O:28])[O:16]1, predict the reactants needed to synthesize it. The reactants are: [F:1][C:2]1[CH:7]=[CH:6][CH:5]=[CH:4][C:3]=1[N:8]1[CH:12]=[CH:11][C:10]([NH2:13])=[N:9]1.[CH3:14][C:15]1([CH3:29])[CH:19]2[CH2:20][CH:21]([CH2:24][C:25](O)=[O:26])[CH2:22][CH2:23][N:18]2[C:17](=[O:28])[O:16]1. (4) Given the product [Cl:11][C:12]1[CH:17]=[C:16]([O:10][C@H:7]2[CH2:8][CH2:9][C@@H:4]([CH3:3])[CH2:5][CH2:6]2)[N:15]=[CH:14][N:13]=1, predict the reactants needed to synthesize it. The reactants are: [H-].[Na+].[CH3:3][C@@H:4]1[CH2:9][CH2:8][C@H:7]([OH:10])[CH2:6][CH2:5]1.[Cl:11][C:12]1[CH:17]=[C:16](Cl)[N:15]=[CH:14][N:13]=1.[Cl-].[NH4+].